This data is from Aqueous solubility values for 9,982 compounds from the AqSolDB database. The task is: Regression/Classification. Given a drug SMILES string, predict its absorption, distribution, metabolism, or excretion properties. Task type varies by dataset: regression for continuous measurements (e.g., permeability, clearance, half-life) or binary classification for categorical outcomes (e.g., BBB penetration, CYP inhibition). For this dataset (solubility_aqsoldb), we predict Y. (1) The compound is CCCC(CCC)CCCC1COCCN1CCO. The Y is 0.964 log mol/L. (2) The compound is CC(=O)C(=O)O. The Y is 1.06 log mol/L.